This data is from Reaction yield outcomes from USPTO patents with 853,638 reactions. The task is: Predict the reaction yield, written as a fraction of the theoretical maximum amount of product (1.0 means a 100% yield; for example, 0.34 means a 34% yield). (1) The reactants are [F:1][C:2]1[CH:7]=[CH:6][C:5]([C:8]2[C:12]([CH2:13][O:14][C:15]3[CH:16]=[C:17]([C:21](O)=[O:22])[N:18]([CH3:20])[N:19]=3)=[C:11]([CH3:24])[O:10][N:9]=2)=[CH:4][CH:3]=1.[F:25][C:26]([F:30])([F:29])[CH2:27][NH2:28]. No catalyst specified. The product is [F:25][C:26]([F:30])([F:29])[CH2:27][NH:28][C:21]([C:17]1[N:18]([CH3:20])[N:19]=[C:15]([O:14][CH2:13][C:12]2[C:8]([C:5]3[CH:6]=[CH:7][C:2]([F:1])=[CH:3][CH:4]=3)=[N:9][O:10][C:11]=2[CH3:24])[CH:16]=1)=[O:22]. The yield is 0.900. (2) No catalyst specified. The yield is 0.790. The reactants are [CH3:1][O:2][C:3]1[C:12]([NH:13][C:14](=[O:18])OCC)=[N:11][C:10]2[C:5](=[CH:6][CH:7]=[C:8]([CH3:19])[CH:9]=2)[N:4]=1.[F:20][C:21]1[CH:26]=[CH:25][CH:24]=[CH:23][C:22]=1[N:27]1[CH2:32][CH2:31][NH:30][CH2:29][CH2:28]1. The product is [CH3:1][O:2][C:3]1[C:12]([NH:13][C:14]([N:30]2[CH2:29][CH2:28][N:27]([C:22]3[CH:23]=[CH:24][CH:25]=[CH:26][C:21]=3[F:20])[CH2:32][CH2:31]2)=[O:18])=[N:11][C:10]2[C:5](=[CH:6][CH:7]=[C:8]([CH3:19])[CH:9]=2)[N:4]=1. (3) The catalyst is O1CCCC1. The product is [F:11][C:12]1[CH:28]=[CH:27][C:15]([CH2:16][C:17]2[O:21][C:20]([CH2:22][C:23]3[CH:2]=[C:1]([C:3]4[C:4]([NH2:10])=[N:5][C:6]([NH2:9])=[CH:7][CH:8]=4)[O:25][N:24]=3)=[CH:19][CH:18]=2)=[CH:14][CH:13]=1. The reactants are [C:1]([C:3]1[C:4]([NH2:10])=[N:5][C:6]([NH2:9])=[CH:7][CH:8]=1)#[CH:2].[F:11][C:12]1[CH:28]=[CH:27][C:15]([CH2:16][C:17]2[O:21][C:20]([CH2:22][C:23](Cl)=[N:24][OH:25])=[CH:19][CH:18]=2)=[CH:14][CH:13]=1.C(N(CC)CC)C. The yield is 0.330.